This data is from Full USPTO retrosynthesis dataset with 1.9M reactions from patents (1976-2016). The task is: Predict the reactants needed to synthesize the given product. (1) Given the product [CH3:1][N:2]([CH:3]1[CH2:8][CH2:7][CH2:6][CH:5]([C:9]2[C:17]3[C:12](=[CH:13][CH:14]=[C:15]([N+:18]([O-:20])=[O:19])[CH:16]=3)[NH:11][CH:10]=2)[CH2:4]1)[C:26](=[O:27])[O:25][C:22]([CH3:24])([CH3:23])[CH3:21], predict the reactants needed to synthesize it. The reactants are: [CH3:1][NH:2][CH:3]1[CH2:8][CH2:7][CH2:6][CH:5]([C:9]2[C:17]3[C:12](=[CH:13][CH:14]=[C:15]([N+:18]([O-:20])=[O:19])[CH:16]=3)[NH:11][CH:10]=2)[CH2:4]1.[CH3:21][C:22]([O:25][C:26](O[C:26]([O:25][C:22]([CH3:24])([CH3:23])[CH3:21])=[O:27])=[O:27])([CH3:24])[CH3:23].C(N(CC)CC)C. (2) Given the product [Br:22][C:23]1[S:31][C:30]2[C:25](=[N:26][CH:27]=[C:28]([C:32]#[N:33])[C:29]=2[NH:12][C:11]2[CH:10]=[CH:9][C:8]([O:1][C:2]3[CH:3]=[CH:4][CH:5]=[CH:6][CH:7]=3)=[CH:14][CH:13]=2)[CH:24]=1, predict the reactants needed to synthesize it. The reactants are: [O:1]([C:8]1[CH:14]=[CH:13][C:11]([NH2:12])=[CH:10][CH:9]=1)[C:2]1[CH:7]=[CH:6][CH:5]=[CH:4][CH:3]=1.Cl.N1C=CC=CC=1.[Br:22][CH:23]1[S:31][C:30]2[C:25]([N:26](Cl)[CH:27]=[C:28]([C:32]#[N:33])[CH:29]=2)=[CH:24]1.C(OCC)C.